The task is: Predict which catalyst facilitates the given reaction.. This data is from Catalyst prediction with 721,799 reactions and 888 catalyst types from USPTO. (1) Reactant: [NH2:1][CH2:2][C:3]([O:5][C:6]1[CH:7]=[C:8]2[C:24](=[CH:25][CH:26]=1)[C:23]1[CH2:22][CH2:21][N:20]3[C@H:11]([CH2:12][C@H:13]4[C@@H:18]([CH2:19]3)[CH2:17][C@@H:16]([O:27][C:28]([C:30]3[CH:35]=[C:34]([O:36][CH3:37])[C:33]([O:38][C:39]([O:41][CH2:42][CH3:43])=[O:40])=[C:32]([O:44][CH3:45])[CH:31]=3)=[O:29])[C@H:15]([O:46][CH3:47])[C@H:14]4[C:48]([O:50][CH3:51])=[O:49])[C:10]=1[NH:9]2)=[O:4].[C:52](OC(=O)C)(=[O:54])[CH3:53]. Product: [C:52]([NH:1][CH2:2][C:3]([O:5][C:6]1[CH:7]=[C:8]2[C:24](=[CH:25][CH:26]=1)[C:23]1[CH2:22][CH2:21][N:20]3[C@H:11]([CH2:12][C@H:13]4[C@@H:18]([CH2:19]3)[CH2:17][C@@H:16]([O:27][C:28]([C:30]3[CH:35]=[C:34]([O:36][CH3:37])[C:33]([O:38][C:39]([O:41][CH2:42][CH3:43])=[O:40])=[C:32]([O:44][CH3:45])[CH:31]=3)=[O:29])[C@H:15]([O:46][CH3:47])[C@H:14]4[C:48]([O:50][CH3:51])=[O:49])[C:10]=1[NH:9]2)=[O:4])(=[O:54])[CH3:53]. The catalyst class is: 79. (2) Reactant: [C:1](OCC)(=[O:10])[C@H:2]([CH2:4][C:5]([O:7][CH2:8][CH3:9])=[O:6])[OH:3].[BH4-].[Na+]. Product: [OH:3][C@H:2]([CH2:1][OH:10])[CH2:4][C:5]([O:7][CH2:8][CH3:9])=[O:6]. The catalyst class is: 1.